From a dataset of Full USPTO retrosynthesis dataset with 1.9M reactions from patents (1976-2016). Predict the reactants needed to synthesize the given product. (1) Given the product [Br:34][CH2:2][CH2:3][CH:4]([C:17]1[CH:22]=[CH:21][CH:20]=[C:19]([C:23]([F:26])([F:25])[F:24])[CH:18]=1)[CH2:5][C:6]([NH:8][NH:9][C:10]([O:12][C:13]([CH3:16])([CH3:15])[CH3:14])=[O:11])=[O:7], predict the reactants needed to synthesize it. The reactants are: O[CH2:2][CH2:3][CH:4]([C:17]1[CH:22]=[CH:21][CH:20]=[C:19]([C:23]([F:26])([F:25])[F:24])[CH:18]=1)[CH2:5][C:6]([NH:8][NH:9][C:10]([O:12][C:13]([CH3:16])([CH3:15])[CH3:14])=[O:11])=[O:7].N1C=CC=CC=1.C(Br)(Br)(Br)[Br:34].C1(P(C2C=CC=CC=2)C2C=CC=CC=2)C=CC=CC=1. (2) The reactants are: [CH3:1][O:2][CH2:3][CH2:4][O:5][CH2:6][CH2:7][OH:8].[CH3:9][S:10](Cl)(=[O:12])=[O:11]. Given the product [CH3:9][S:10]([O:8][CH2:7][CH2:6][O:5][CH2:4][CH2:3][O:2][CH3:1])(=[O:12])=[O:11], predict the reactants needed to synthesize it. (3) Given the product [Cl:1][C:2]1[CH:3]=[C:4]([CH2:5][NH2:6])[CH:14]=[CH:15][C:16]=1[C:17]1[S:18][C:19]([C:22]2[N:23]=[C:24]3[C:29]([Cl:30])=[CH:28][C:27]([C:31]([F:32])([F:34])[F:33])=[CH:26][N:25]3[CH:35]=2)=[N:20][N:21]=1, predict the reactants needed to synthesize it. The reactants are: [Cl:1][C:2]1[CH:3]=[C:4]([CH:14]=[CH:15][C:16]=1[C:17]1[S:18][C:19]([C:22]2[N:23]=[C:24]3[C:29]([Cl:30])=[CH:28][C:27]([C:31]([F:34])([F:33])[F:32])=[CH:26][N:25]3[CH:35]=2)=[N:20][N:21]=1)[CH2:5][NH:6]C(=O)OC(C)(C)C.